This data is from Full USPTO retrosynthesis dataset with 1.9M reactions from patents (1976-2016). The task is: Predict the reactants needed to synthesize the given product. (1) Given the product [Br:42][C:43]1[CH:50]=[CH:49][CH:48]=[CH:47][C:44]=1[CH:45]=[CH:10][CH2:9][C:8]1[CH:7]=[CH:6][C:5]([C:2]([OH:4])=[O:3])=[CH:31][CH:30]=1, predict the reactants needed to synthesize it. The reactants are: [Br-].[C:2]([C:5]1[CH:31]=[CH:30][C:8]([CH2:9][CH2:10][P+](C2C=CC=CC=2)(C2C=CC=CC=2)C2C=CC=CC=2)=[CH:7][CH:6]=1)([OH:4])=[O:3].C[Si](C)(C)[N-][Si](C)(C)C.[Li+].[Br:42][C:43]1[CH:50]=[CH:49][CH:48]=[CH:47][C:44]=1[CH:45]=O.O. (2) The reactants are: [C:1]([OH:10])(=[O:9])[CH:2]([CH:4]([C:6]([OH:8])=[O:7])[OH:5])[OH:3].[F:11][C:12]([F:54])([F:53])[C:13]1[CH:14]=[C:15]([C:23]([CH3:52])([CH3:51])[C:24]([N:26]([CH3:50])[C:27]2[C:28]([C:42]3[CH:47]=[CH:46][C:45]([F:48])=[CH:44][C:43]=3[CH3:49])=[CH:29][C:30]([C@@H:33]3[NH:37][C@@:36]([CH3:41])([C:38]([NH2:40])=[O:39])[CH2:35][CH2:34]3)=[N:31][CH:32]=2)=[O:25])[CH:16]=[C:17]([C:19]([F:22])([F:21])[F:20])[CH:18]=1. Given the product [C:6]([CH:4]([CH:2]([C:1]([OH:10])=[O:9])[OH:3])[OH:5])([OH:8])=[O:7].[F:54][C:12]([F:11])([F:53])[C:13]1[CH:14]=[C:15]([C:23]([CH3:51])([CH3:52])[C:24]([N:26]([CH3:50])[C:27]2[C:28]([C:42]3[CH:47]=[CH:46][C:45]([F:48])=[CH:44][C:43]=3[CH3:49])=[CH:29][C:30]([C@@H:33]3[NH:37][C@@:36]([CH3:41])([C:38]([NH2:40])=[O:39])[CH2:35][CH2:34]3)=[N:31][CH:32]=2)=[O:25])[CH:16]=[C:17]([C:19]([F:20])([F:21])[F:22])[CH:18]=1, predict the reactants needed to synthesize it. (3) The reactants are: Br[C:2]1[CH:7]=[CH:6][C:5]2[O:8][CH2:9][O:10][C:4]=2[CH:3]=1.CCCCCC.C([Li])CCC.C(OC([N:27]1[CH2:32][CH2:31][C:30](=[O:33])[CH2:29][CH2:28]1)=O)C.O. Given the product [O:8]1[C:5]2[CH:6]=[CH:7][C:2]([C:30]3([OH:33])[CH2:31][CH2:32][NH:27][CH2:28][CH2:29]3)=[CH:3][C:4]=2[O:10][CH2:9]1, predict the reactants needed to synthesize it.